From a dataset of Catalyst prediction with 721,799 reactions and 888 catalyst types from USPTO. Predict which catalyst facilitates the given reaction. (1) Reactant: [Cl:1][C:2]1[S:28][C:5]2[NH:6][C:7]([C:9]([NH:11][CH:12]3[CH2:21][C:20]4[C:15](=[CH:16][CH:17]=[CH:18][CH:19]=4)[N:14]([CH2:22][CH:23]([OH:26])[CH2:24][OH:25])[C:13]3=[O:27])=[O:10])=[CH:8][C:4]=2[CH:3]=1.[CH:29]1[CH:30]=CC2N(O)N=NC=2[CH:34]=1.CCN=C=NCCCN(C)C.NC1CC2C(=CC=CC=2)N(CC2COC(C)(C)O2)C1=O. Product: [CH3:34][C:29]1([CH3:30])[O:26][CH:23]([CH2:22][N:14]2[C:15]3[C:20](=[CH:19][CH:18]=[CH:17][CH:16]=3)[CH2:21][CH:12]([NH:11][C:9]([C:7]3[NH:6][C:5]4[S:28][C:2]([Cl:1])=[CH:3][C:4]=4[CH:8]=3)=[O:10])[C:13]2=[O:27])[CH2:24][O:25]1. The catalyst class is: 3. (2) Reactant: [OH:1][C:2]1[CH:7]=[CH:6][CH:5]=[CH:4][C:3]=1[C:8]1[CH:13]=[CH:12][C:11]([C:14]([O:16]C)=[O:15])=[CH:10][C:9]=1[CH3:18].[OH-].[Na+]. Product: [OH:1][C:2]1[CH:7]=[CH:6][CH:5]=[CH:4][C:3]=1[C:8]1[CH:13]=[CH:12][C:11]([C:14]([OH:16])=[O:15])=[CH:10][C:9]=1[CH3:18]. The catalyst class is: 88. (3) Reactant: C([O-])([O-])=O.[K+].[K+].[CH3:7][O:8][C:9]1[CH:14]=[CH:13][C:12]([Br:15])=[CH:11][C:10]=1[SH:16].Br[CH2:18][C:19]1[CH:26]=[CH:25][CH:24]=[CH:23][C:20]=1[C:21]#[N:22]. Product: [Br:15][C:12]1[CH:13]=[CH:14][C:9]([O:8][CH3:7])=[C:10]([S:16][CH2:18][C:19]2[CH:26]=[CH:25][CH:24]=[CH:23][C:20]=2[C:21]#[N:22])[CH:11]=1. The catalyst class is: 18. (4) Product: [F:1][C:2]1[CH:3]=[N:4][C:5]([N:8]2[CH2:12][CH:11]([C:13]([OH:15])=[O:14])[N:10]([CH3:20])[C:9]2=[O:21])=[N:6][CH:7]=1. The catalyst class is: 4. Reactant: [F:1][C:2]1[CH:3]=[N:4][C:5]([N:8]2[CH2:12][CH:11]([C:13]([O:15]C(C)(C)C)=[O:14])[N:10]([CH3:20])[C:9]2=[O:21])=[N:6][CH:7]=1.FC(F)(F)C(O)=O. (5) Reactant: [CH:1]1([N:6]2[C:11]3[N:12]=[C:13]([S:16][CH3:17])[N:14]=[CH:15][C:10]=3[CH:9]=[C:8]([CH3:18])[C:7]2=[O:19])[CH2:5][CH2:4][CH2:3][CH2:2]1.CO.C1(S(N2C(C3C=CC=CC=3)O2)(=O)=[O:29])C=CC=CC=1. Product: [CH:1]1([N:6]2[C:11]3[N:12]=[C:13]([S:16]([CH3:17])=[O:29])[N:14]=[CH:15][C:10]=3[CH:9]=[C:8]([CH3:18])[C:7]2=[O:19])[CH2:2][CH2:3][CH2:4][CH2:5]1. The catalyst class is: 4. (6) Reactant: [F:1][C:2]1[CH:7]=[CH:6][CH:5]=[CH:4][C:3]=1[NH:8][C:9]1[O:13][C:12]([C:14]([NH:16][C:17]2[CH:22]=[CH:21][C:20]([CH2:23][CH2:24][CH2:25][C:26]([O:28]C)=[O:27])=[CH:19][CH:18]=2)=[O:15])=[N:11][N:10]=1.CO.[OH-].[Na+].Cl. Product: [F:1][C:2]1[CH:7]=[CH:6][CH:5]=[CH:4][C:3]=1[NH:8][C:9]1[O:13][C:12]([C:14]([NH:16][C:17]2[CH:22]=[CH:21][C:20]([CH2:23][CH2:24][CH2:25][C:26]([OH:28])=[O:27])=[CH:19][CH:18]=2)=[O:15])=[N:11][N:10]=1. The catalyst class is: 1. (7) Reactant: C(OC([NH:8][C@@H:9]([CH2:17][C@H:18]([CH2:26][CH2:27][CH2:28][O:29][C:30]1[CH:35]=[CH:34][C:33]([I:36])=[CH:32][CH:31]=1)[C:19]([O:21]C(C)(C)C)=[O:20])[C:10]([O:12]C(C)(C)C)=[O:11])=O)(C)(C)C. Product: [NH2:8][C@@H:9]([CH2:17][C@H:18]([CH2:26][CH2:27][CH2:28][O:29][C:30]1[CH:31]=[CH:32][C:33]([I:36])=[CH:34][CH:35]=1)[C:19]([OH:21])=[O:20])[C:10]([OH:12])=[O:11]. The catalyst class is: 55.